Task: Predict the reactants needed to synthesize the given product.. Dataset: Retrosynthesis with 50K atom-mapped reactions and 10 reaction types from USPTO Given the product CC(C)c1nnc(N(C)C)n(C)c1=O, predict the reactants needed to synthesize it. The reactants are: CC(C)c1nnc(Cl)n(C)c1=O.CNC.